This data is from Forward reaction prediction with 1.9M reactions from USPTO patents (1976-2016). The task is: Predict the product of the given reaction. (1) Given the reactants [CH3:1][C:2]1[CH:7]=[CH:6][C:5]([O:8][CH2:9][C:10]([F:13])([F:12])[F:11])=[CH:4][N:3]=1.C1C(=O)N([Br:21])C(=O)C1.C(OOC(=O)C1C=CC=CC=1)(=O)C1C=CC=CC=1.C(Cl)(Cl)(Cl)Cl, predict the reaction product. The product is: [Br:21][CH2:1][C:2]1[CH:7]=[CH:6][C:5]([O:8][CH2:9][C:10]([F:11])([F:13])[F:12])=[CH:4][N:3]=1. (2) Given the reactants [C:1]([O:4][CH2:5][C:6]1[C:7]([N:29]2[CH2:41][CH2:40][N:32]3[C:33]4[CH2:34][CH2:35][CH2:36][CH2:37][C:38]=4[CH:39]=[C:31]3[C:30]2=[O:42])=[N:8][CH:9]=[CH:10][C:11]=1[C:12]1[CH:17]=[C:16]([NH:18][C:19]2[CH:23]=C(C3CC3)N[N:20]=2)[C:15](=[O:27])[N:14]([CH3:28])[CH:13]=1)(=[O:3])[CH3:2].BrC1C=C(NC2C=[CH:57][C:56]([N:59]3[CH2:64][CH2:63][N:62]([CH2:65][C:66]([OH:69])([CH3:68])[CH3:67])[CH2:61][CH2:60]3)=[CH:55]N=2)C(=O)N(C)C=1.C(OCC1C(N2CCN3C4CCCCC=4C=C3C2=O)=NC=CC=1B1OC(C)(C)C(C)(C)O1)(=O)C, predict the reaction product. The product is: [C:1]([O:4][CH2:5][C:6]1[C:7]([N:29]2[CH2:41][CH2:40][N:32]3[C:33]4[CH2:34][CH2:35][CH2:36][CH2:37][C:38]=4[CH:39]=[C:31]3[C:30]2=[O:42])=[N:8][CH:9]=[CH:10][C:11]=1[C:12]1[CH:17]=[C:16]([NH:18][C:19]2[CH:23]=[CH:55][C:56]([N:59]3[CH2:64][CH2:63][N:62]([CH2:65][C:66]([OH:69])([CH3:67])[CH3:68])[CH2:61][CH2:60]3)=[CH:57][N:20]=2)[C:15](=[O:27])[N:14]([CH3:28])[CH:13]=1)(=[O:3])[CH3:2]. (3) Given the reactants Cl[C:2]1[C:7]([C:8]#[N:9])=[CH:6][CH:5]=[C:4]([C:10]2[CH:15]=[CH:14][C:13]([F:16])=[CH:12][CH:11]=2)[N:3]=1.Cl.[NH2:18][C:19]1[C:24]([C:25]#[N:26])=[CH:23][CH:22]=[C:21]([NH:27][CH:28]2[CH2:33][CH2:32][CH2:31][NH:30][CH2:29]2)[N:20]=1.C(N(CC)C(C)C)(C)C, predict the reaction product. The product is: [NH2:18][C:19]1[C:24]([C:25]#[N:26])=[CH:23][CH:22]=[C:21]([NH:27][CH:28]2[CH2:33][CH2:32][CH2:31][N:30]([C:2]3[C:7]([C:8]#[N:9])=[CH:6][CH:5]=[C:4]([C:10]4[CH:15]=[CH:14][C:13]([F:16])=[CH:12][CH:11]=4)[N:3]=3)[CH2:29]2)[N:20]=1.